Dataset: Catalyst prediction with 721,799 reactions and 888 catalyst types from USPTO. Task: Predict which catalyst facilitates the given reaction. (1) Reactant: [C:1]([C:4]1[S:8][C:7]([C:9]2[CH:10]=[C:11]([Cl:30])[C:12]3[O:16][CH:15]([CH2:17][NH:18][C:19](=[O:28])/[CH:20]=[CH:21]/[C:22]4[CH:23]=[N:24][CH:25]=[CH:26][CH:27]=4)[CH2:14][C:13]=3[CH:29]=2)=[CH:6][CH:5]=1)(=[O:3])[CH3:2].[H-].[Na+].[CH3:33]I.O. Product: [C:1]([C:4]1[S:8][C:7]([C:9]2[CH:10]=[C:11]([Cl:30])[C:12]3[O:16][CH:15]([CH2:17][N:18]([CH3:33])[C:19](=[O:28])/[CH:20]=[CH:21]/[C:22]4[CH:23]=[N:24][CH:25]=[CH:26][CH:27]=4)[CH2:14][C:13]=3[CH:29]=2)=[CH:6][CH:5]=1)(=[O:3])[CH3:2]. The catalyst class is: 2. (2) Reactant: [Li]CCCC.Br[C:7]1[CH:8]=[C:9]2[C:14](=[O:15])[N:13]([C:16]3[CH:21]=[CH:20][C:19]([O:22][CH2:23][C:24]([OH:27])([CH3:26])[CH3:25])=[C:18]([O:28][CH3:29])[CH:17]=3)[CH2:12][CH2:11][N:10]2[CH:30]=1.[C:31]1([S:37][S:37][C:31]2[CH:36]=[CH:35][CH:34]=[CH:33][CH:32]=2)[CH:36]=[CH:35][CH:34]=[CH:33][CH:32]=1. Product: [OH:27][C:24]([CH3:26])([CH3:25])[CH2:23][O:22][C:19]1[CH:20]=[CH:21][C:16]([N:13]2[CH2:12][CH2:11][N:10]3[CH:30]=[C:7]([S:37][C:31]4[CH:36]=[CH:35][CH:34]=[CH:33][CH:32]=4)[CH:8]=[C:9]3[C:14]2=[O:15])=[CH:17][C:18]=1[O:28][CH3:29]. The catalyst class is: 1. (3) Reactant: Br[C:2]1[CH:3]=[CH:4][C:5]([CH2:8][C@@H:9]([C:21]([O:23][CH3:24])=[O:22])[NH:10][C:11](=[O:20])[C:12]2[C:17]([Cl:18])=[CH:16][CH:15]=[CH:14][C:13]=2[Cl:19])=[N:6][CH:7]=1.CC1(C)C(C)(C)OB([C:33]2[CH2:34][CH2:35][N:36]([C:39]([O:41][C:42]([CH3:45])([CH3:44])[CH3:43])=[O:40])[CH2:37][CH:38]=2)O1.C(=O)([O-])[O-].[K+].[K+]. Product: [C:42]([O:41][C:39]([N:36]1[CH2:35][CH:34]=[C:33]([C:2]2[CH:3]=[CH:4][C:5]([CH2:8][C@@H:9]([C:21]([O:23][CH3:24])=[O:22])[NH:10][C:11](=[O:20])[C:12]3[C:17]([Cl:18])=[CH:16][CH:15]=[CH:14][C:13]=3[Cl:19])=[N:6][CH:7]=2)[CH2:38][CH2:37]1)=[O:40])([CH3:45])([CH3:43])[CH3:44]. The catalyst class is: 3. (4) Reactant: [C:1]1([C:7]2[C:8]3[CH2:9][CH2:10][NH:11][CH2:12][C:13]=3[C:14]3[NH:19][C:18](=[O:20])[C:17](=[O:21])[C:15]=3[CH:16]=2)[CH:6]=[CH:5][CH:4]=[CH:3][CH:2]=1.[CH3:22][O:23][C:24](=[O:27])[CH2:25]Br.C(=O)([O-])[O-].[K+].[K+]. Product: [CH3:22][O:23][C:24]([CH2:25][N:11]1[CH2:10][CH2:9][C:8]2[C:7]([C:1]3[CH:2]=[CH:3][CH:4]=[CH:5][CH:6]=3)=[CH:16][C:15]3[C:17](=[O:21])[C:18](=[O:20])[NH:19][C:14]=3[C:13]=2[CH2:12]1)=[O:27]. The catalyst class is: 5.